This data is from Full USPTO retrosynthesis dataset with 1.9M reactions from patents (1976-2016). The task is: Predict the reactants needed to synthesize the given product. (1) Given the product [CH3:12][C:10]1[N:8]=[C:3]2[CH:2]=[N:1][CH:6]=[CH:5][C:4]2=[N:7][CH:9]=1, predict the reactants needed to synthesize it. The reactants are: [N:1]1[CH:6]=[CH:5][C:4]([NH2:7])=[C:3]([NH2:8])[CH:2]=1.[CH3:9][C:10]([CH:12]=O)=O.C(OCC)(=O)C. (2) The reactants are: [Li]CCCC.[C:6]([Si:10]([O:13][C:14]1[CH:19]=[C:18]([F:20])[CH:17]=[CH:16][C:15]=1[CH2:21][CH3:22])([CH3:12])[CH3:11])([CH3:9])([CH3:8])[CH3:7].CN(CCN(CCN(C)C)C)C.[CH3:35][N:36]1[C:40]([CH:41]=[O:42])=[N:39][C:38]([C:43]2[CH:48]=[CH:47][CH:46]=[CH:45][CH:44]=2)=[N:37]1. Given the product [Si:10]([O:13][C:14]1[C:15]([CH2:21][CH3:22])=[CH:16][C:17]([CH:41]([C:40]2[N:36]([CH3:35])[N:37]=[C:38]([C:43]3[CH:44]=[CH:45][CH:46]=[CH:47][CH:48]=3)[N:39]=2)[OH:42])=[C:18]([F:20])[CH:19]=1)([C:6]([CH3:9])([CH3:8])[CH3:7])([CH3:12])[CH3:11], predict the reactants needed to synthesize it. (3) The reactants are: C([O:8][N:9]1[C:14]2[N:15]=[CH:16][N:17]=[C:18]([CH3:19])[C:13]=2[C:12]([NH:20][CH2:21][C:22]2[CH:23]=[C:24]([NH:28][S:29]([CH3:32])(=[O:31])=[O:30])[CH:25]=[CH:26][CH:27]=2)=[CH:11][C:10]1=[O:33])C1C=CC=CC=1.CO.[H][H]. Given the product [OH:8][N:9]1[C:14]2[N:15]=[CH:16][N:17]=[C:18]([CH3:19])[C:13]=2[C:12]([NH:20][CH2:21][C:22]2[CH:23]=[C:24]([NH:28][S:29]([CH3:32])(=[O:31])=[O:30])[CH:25]=[CH:26][CH:27]=2)=[CH:11][C:10]1=[O:33], predict the reactants needed to synthesize it. (4) Given the product [ClH:32].[CH2:1]([N:3]([CH2:8][CH3:9])[CH2:4][C:5]([OH:7])=[O:6])[CH3:2].[OH:10][CH2:11][CH2:12][N:13]1[C:18](=[O:19])[CH2:17][CH2:16][CH:15]([N:20]2[C:21](=[O:30])[C:22]3[C:27](=[CH:26][CH:25]=[CH:24][CH:23]=3)[C:28]2=[O:29])[C:14]1=[O:31], predict the reactants needed to synthesize it. The reactants are: [CH2:1]([N:3]([CH2:8][CH3:9])[CH2:4][C:5]([OH:7])=[O:6])[CH3:2].[OH:10][CH2:11][CH2:12][N:13]1[C:18](=[O:19])[CH2:17][CH2:16][CH:15]([N:20]2[C:28](=[O:29])[C:27]3[C:22](=[CH:23][CH:24]=[CH:25][CH:26]=3)[C:21]2=[O:30])[C:14]1=[O:31].[ClH:32].CO. (5) Given the product [NH2:58][C:59](=[O:63])[CH2:60][CH2:61][NH:62][C:16]([C:15]1[CH:14]=[N:13][N:11]2[CH:12]=[C:7]([CH2:6][C:5]3[CH:19]=[CH:20][C:2]([Cl:1])=[C:3]([O:21][C:22]([F:23])([F:25])[F:24])[CH:4]=3)[CH:8]=[N:9][C:10]=12)=[O:17], predict the reactants needed to synthesize it. The reactants are: [Cl:1][C:2]1[CH:20]=[CH:19][C:5]([CH2:6][C:7]2[CH:8]=[N:9][C:10]3[N:11]([N:13]=[CH:14][C:15]=3[C:16](O)=[O:17])[CH:12]=2)=[CH:4][C:3]=1[O:21][C:22]([F:25])([F:24])[F:23].CN(C(ON1N=NC2C=CC=CC1=2)=[N+](C)C)C.[B-](F)(F)(F)F.C(N(CC)C(C)C)(C)C.[Cl-].[NH2:58][C:59](=[O:63])[CH2:60][CH2:61][NH3+:62].